This data is from Forward reaction prediction with 1.9M reactions from USPTO patents (1976-2016). The task is: Predict the product of the given reaction. (1) Given the reactants [F:1][C:2]([F:11])([F:10])[C:3]1[N:8]=[N:7][C:6]([NH2:9])=[CH:5][CH:4]=1.C(=O)([O-])O.[Na+].[Br:17]Br, predict the reaction product. The product is: [Br:17][C:5]1[CH:4]=[C:3]([C:2]([F:1])([F:10])[F:11])[N:8]=[N:7][C:6]=1[NH2:9]. (2) Given the reactants [C:1]([C:3]1[CH:4]=[C:5]([CH:9]=[CH:10][CH:11]=1)[C:6](Cl)=[O:7])#[N:2].[CH3:12][N:13]1[CH2:18][CH2:17][NH:16][CH2:15][CH2:14]1.C(N(CC)CC)C.O, predict the reaction product. The product is: [CH3:12][N:13]1[CH2:18][CH2:17][N:16]([C:6]([C:5]2[CH:4]=[C:3]([C:1]#[N:2])[CH:11]=[CH:10][CH:9]=2)=[O:7])[CH2:15][CH2:14]1. (3) Given the reactants C(N[S:9]([C:12]1[CH:13]=[CH:14][C:15]([O:20][C:21]2[CH:26]=[CH:25][CH:24]=[CH:23][C:22]=2[C:27]2[CH:32]=[CH:31][CH:30]=[CH:29][CH:28]=2)=[C:16]([CH:19]=1)[C:17]#[N:18])(=[O:11])=[O:10])C1C=CC=CC=1.[ClH:33].Cl[O-].[Na+], predict the reaction product. The product is: [C:22]1([C:27]2[CH:32]=[CH:31][CH:30]=[CH:29][CH:28]=2)[CH:23]=[CH:24][CH:25]=[CH:26][C:21]=1[O:20][C:15]1[CH:14]=[CH:13][C:12]([S:9]([Cl:33])(=[O:11])=[O:10])=[CH:19][C:16]=1[C:17]#[N:18]. (4) Given the reactants [NH2:1][CH2:2][CH2:3][O:4][CH2:5][CH2:6][N:7]1[C:19]2[C:18]3[CH:17]=[CH:16][CH:15]=[CH:14][C:13]=3[N:12]=[C:11]([NH2:20])[C:10]=2[N:9]=[C:8]1[CH2:21][CH2:22][O:23][CH3:24].C(N(CC)CC)C.[C:32](Cl)(=[O:48])[CH2:33][CH2:34][CH2:35][CH2:36][CH2:37][CH2:38][CH2:39][CH2:40][CH2:41][CH2:42][CH2:43][CH2:44][CH2:45][CH2:46][CH3:47], predict the reaction product. The product is: [NH2:20][C:11]1[C:10]2[N:9]=[C:8]([CH2:21][CH2:22][O:23][CH3:24])[N:7]([CH2:6][CH2:5][O:4][CH2:3][CH2:2][NH:1][C:32](=[O:48])[CH2:33][CH2:34][CH2:35][CH2:36][CH2:37][CH2:38][CH2:39][CH2:40][CH2:41][CH2:42][CH2:43][CH2:44][CH2:45][CH2:46][CH3:47])[C:19]=2[C:18]2[CH:17]=[CH:16][CH:15]=[CH:14][C:13]=2[N:12]=1. (5) Given the reactants [Cl:1][C:2]1[CH:7]=[CH:6][C:5]([C:8]2([OH:39])[CH2:13][CH2:12][N:11]([CH2:14][CH2:15][CH:16]=[C:17]3[C:27]4[C:22](=[N:23][CH:24]=[CH:25][CH:26]=4)[O:21][C:20]4[CH:28]=[CH:29][CH:30]=[C:31]([O:32][CH2:33][C:34]([O:36]CC)=[O:35])[C:19]=4[CH2:18]3)[CH2:10][CH2:9]2)=[CH:4][CH:3]=1, predict the reaction product. The product is: [C:34]([CH2:33][O:32][C:31]1[C:19]2[CH2:18][C:17](=[CH:16][CH2:15][CH2:14][N:11]3[CH2:10][CH2:9][C:8]([C:5]4[CH:6]=[CH:7][C:2]([Cl:1])=[CH:3][CH:4]=4)([OH:39])[CH2:13][CH2:12]3)[C:27]3[C:22]([O:21][C:20]=2[CH:28]=[CH:29][CH:30]=1)=[N:23][CH:24]=[CH:25][CH:26]=3)([OH:36])=[O:35]. (6) Given the reactants C(Cl)(=O)C([Cl:4])=O.[Br:7][C:8]1[CH:9]=[C:10]([CH:13]=[C:14]([N+:17]([O-:19])=[O:18])[C:15]=1O)[C:11]#[N:12], predict the reaction product. The product is: [Br:7][C:8]1[CH:9]=[C:10]([CH:13]=[C:14]([N+:17]([O-:19])=[O:18])[C:15]=1[Cl:4])[C:11]#[N:12]. (7) Given the reactants [N:1]1[C:9]2[C:4](=[N:5][CH:6]=[CH:7][CH:8]=2)[N:3]([C:10]2[CH:15]=[CH:14][C:13]([CH2:16][C:17]([OH:19])=O)=[CH:12][CH:11]=2)[CH:2]=1.[C:20]([C:24]1[CH:25]=[C:26]([NH2:37])[N:27]([C:29]2[CH:34]=[C:33]([F:35])[CH:32]=[CH:31][C:30]=2[F:36])[N:28]=1)([CH3:23])([CH3:22])[CH3:21], predict the reaction product. The product is: [C:20]([C:24]1[CH:25]=[C:26]([NH:37][C:17](=[O:19])[CH2:16][C:13]2[CH:12]=[CH:11][C:10]([N:3]3[C:4]4=[N:5][CH:6]=[CH:7][CH:8]=[C:9]4[N:1]=[CH:2]3)=[CH:15][CH:14]=2)[N:27]([C:29]2[CH:34]=[C:33]([F:35])[CH:32]=[CH:31][C:30]=2[F:36])[N:28]=1)([CH3:23])([CH3:21])[CH3:22]. (8) Given the reactants [Cl:1][C:2]1[CH:3]=[C:4](C2C=C(C(OCC)=O)OC=2C2C=CC=C(C#N)C=2)[CH:5]=[C:6]([F:8])[CH:7]=1.Br[C:28]1[CH:29]=[C:30]([C:41]([O:43][CH2:44][CH3:45])=[O:42])[O:31][C:32]=1[C:33]1[CH:38]=[CH:37][C:36]([F:39])=[C:35]([Cl:40])[CH:34]=1, predict the reaction product. The product is: [Cl:40][C:35]1[CH:34]=[C:33]([C:32]2[O:31][C:30]([C:41]([O:43][CH2:44][CH3:45])=[O:42])=[CH:29][C:28]=2[C:4]2[CH:5]=[C:6]([F:8])[CH:7]=[C:2]([Cl:1])[CH:3]=2)[CH:38]=[CH:37][C:36]=1[F:39]. (9) Given the reactants [NH2:1][C:2]([C:17]1[CH:18]=[C:19]2[C:24](=[CH:25][CH:26]=1)[N:23]([CH3:27])[C:22](=[O:28])[CH:21]=[C:20]2[C:29]1[CH:34]=[CH:33][CH:32]=[C:31]([Cl:35])[CH:30]=1)([C:11]1[N:15]([CH3:16])[CH:14]=[N:13][CH:12]=1)[C:3]1[CH:10]=[CH:9][C:6]([C:7]#[N:8])=[CH:5][CH:4]=1, predict the reaction product. The product is: [NH2:1][C:2]([C:3]1[CH:4]=[CH:5][C:6]([CH2:7][NH2:8])=[CH:9][CH:10]=1)([C:11]1[N:15]([CH3:16])[CH:14]=[N:13][CH:12]=1)[C:17]1[CH:18]=[C:19]2[C:24](=[CH:25][CH:26]=1)[N:23]([CH3:27])[C:22](=[O:28])[CH:21]=[C:20]2[C:29]1[CH:34]=[CH:33][CH:32]=[C:31]([Cl:35])[CH:30]=1.